Dataset: Peptide-MHC class I binding affinity with 185,985 pairs from IEDB/IMGT. Task: Regression. Given a peptide amino acid sequence and an MHC pseudo amino acid sequence, predict their binding affinity value. This is MHC class I binding data. The peptide sequence is FLLALLSCL. The MHC is HLA-A02:02 with pseudo-sequence HLA-A02:02. The binding affinity (normalized) is 0.911.